From a dataset of Full USPTO retrosynthesis dataset with 1.9M reactions from patents (1976-2016). Predict the reactants needed to synthesize the given product. (1) Given the product [Cl:23][CH2:24][C:25]1[N:9]=[C:3]2[CH:4]=[CH:5][CH:6]=[C:7]([CH3:8])[N:2]2[N:1]=1, predict the reactants needed to synthesize it. The reactants are: [NH2:1][N:2]1[C:7]([CH3:8])=[CH:6][CH:5]=[CH:4][C:3]1=[NH2+:9].CC1C=C(C)C=C(C)C=1S([O-])(=O)=O.[Cl:23][CH2:24][C:25](OC)=O.C(=O)([O-])[O-].[K+].[K+]. (2) Given the product [CH:12]1([CH2:15][CH:16]([C:19]2[CH:20]=[N:21][C:22]([C:25]([F:28])([F:26])[F:27])=[CH:23][CH:24]=2)[CH2:17][NH:18][C:4](=[O:6])[C:3]2[C:7]([F:11])=[CH:8][CH:9]=[CH:10][C:2]=2[F:1])[CH2:14][CH2:13]1, predict the reactants needed to synthesize it. The reactants are: [F:1][C:2]1[CH:10]=[CH:9][CH:8]=[C:7]([F:11])[C:3]=1[C:4]([OH:6])=O.[CH:12]1([CH2:15][CH:16]([C:19]2[CH:20]=[N:21][C:22]([C:25]([F:28])([F:27])[F:26])=[CH:23][CH:24]=2)[CH2:17][NH2:18])[CH2:14][CH2:13]1. (3) The reactants are: [CH3:1][O:2][C:3]1[CH:4]=[C:5]([OH:17])[CH:6]=[C:7]([CH3:16])[C:8]=1[CH2:9][N:10]1[CH2:15][CH2:14][CH2:13][CH2:12][CH2:11]1.N1C=CC=CC=1.[F:24][C:25]([F:31])([F:30])[S:26](Cl)(=[O:28])=[O:27]. Given the product [CH3:1][O:2][C:3]1[CH:4]=[C:5]([O:17][S:26]([C:25]([F:31])([F:30])[F:24])(=[O:28])=[O:27])[CH:6]=[C:7]([CH3:16])[C:8]=1[CH2:9][N:10]1[CH2:15][CH2:14][CH2:13][CH2:12][CH2:11]1, predict the reactants needed to synthesize it. (4) Given the product [C:1]1([C:7]2[N:11]([S:39]([C:35]3[S:34][CH:38]=[CH:37][CH:36]=3)(=[O:41])=[O:40])[CH:10]=[C:9]([C:12]([O:14][CH2:15][CH3:16])=[O:13])[CH:8]=2)[CH:2]=[CH:3][CH:4]=[CH:5][CH:6]=1, predict the reactants needed to synthesize it. The reactants are: [C:1]1([C:7]2[NH:11][CH:10]=[C:9]([C:12]([O:14][CH2:15][CH3:16])=[O:13])[CH:8]=2)[CH:6]=[CH:5][CH:4]=[CH:3][CH:2]=1.[H-].[Na+].C1OCCOCCOCCOCCOC1.[S:34]1[CH:38]=[CH:37][CH:36]=[C:35]1[S:39](Cl)(=[O:41])=[O:40]. (5) Given the product [F:1][C:2]1[C:7]([S:8]([CH3:11])(=[O:10])=[O:9])=[CH:6][CH:5]=[CH:4][C:3]=1[CH:12]1[CH2:17][CH2:16][NH:15][CH2:14][CH2:13]1, predict the reactants needed to synthesize it. The reactants are: [F:1][C:2]1[C:7]([S:8]([CH3:11])(=[O:10])=[O:9])=[CH:6][CH:5]=[CH:4][C:3]=1[CH:12]1[CH2:17][CH2:16][N:15](C(OC)=O)[CH2:14][CH2:13]1. (6) Given the product [F:2][C:3]1[C:8]([OH:9])=[C:7]([CH:11]=[O:12])[CH:6]=[CH:5][C:4]=1[C:13]1[CH:18]=[CH:17][C:16]([F:19])=[CH:15][CH:14]=1, predict the reactants needed to synthesize it. The reactants are: Br.[F:2][C:3]1[C:8]([O:9]C)=[C:7]([CH:11]=[O:12])[CH:6]=[CH:5][C:4]=1[C:13]1[CH:18]=[CH:17][C:16]([F:19])=[CH:15][CH:14]=1.